Dataset: Reaction yield outcomes from USPTO patents with 853,638 reactions. Task: Predict the reaction yield, written as a fraction of the theoretical maximum amount of product (1.0 means a 100% yield; for example, 0.34 means a 34% yield). (1) The reactants are [N:1]([C:4]1[CH:5]=[C:6]([C@:10]23[CH2:18][O:17][CH2:16][C@H:15]2[CH2:14][S:13][C:12]([NH:19][C:20](=[O:27])[C:21]2[CH:26]=[CH:25][CH:24]=[CH:23][CH:22]=2)=[N:11]3)[CH:7]=[CH:8][CH:9]=1)=[N+]=[N-]. The catalyst is C(O)C.[Pd]. The product is [NH2:1][C:4]1[CH:5]=[C:6]([C@:10]23[CH2:18][O:17][CH2:16][C@H:15]2[CH2:14][S:13][C:12]([NH:19][C:20](=[O:27])[C:21]2[CH:22]=[CH:23][CH:24]=[CH:25][CH:26]=2)=[N:11]3)[CH:7]=[CH:8][CH:9]=1. The yield is 0.180. (2) The reactants are C1(N2CC[O:9]CC2)CCCC=1.[CH3:12][O:13][C:14]1[CH:21]=[CH:20][C:17]([CH:18]=O)=[CH:16][CH:15]=1.Cl.[CH:23]1[CH:28]=[CH:27][CH:26]=[CH:25]C=1. No catalyst specified. The product is [CH3:12][O:13][C:14]1[CH:21]=[CH:20][C:17]([CH:18]=[C:25]2[CH2:26][CH2:27][CH2:28][C:23]2=[O:9])=[CH:16][CH:15]=1. The yield is 0.763. (3) The reactants are [NH2:1][C:2]1[N:7]=[CH:6][C:5]([N:8]2[CH2:13][CH2:12][N:11]([C:14]([O:16][C:17]([CH3:20])([CH3:19])[CH3:18])=[O:15])[CH2:10][C@H:9]2[CH3:21])=[CH:4][CH:3]=1.Br[C:23]1[C:24](=[O:31])[N:25]([CH3:30])[CH:26]=[C:27]([Br:29])[CH:28]=1.C(=O)([O-])[O-].[Cs+].[Cs+].CC1(C)C2C(=C(P(C3C=CC=CC=3)C3C=CC=CC=3)C=CC=2)OC2C(P(C3C=CC=CC=3)C3C=CC=CC=3)=CC=CC1=2. The catalyst is C1C=CC(/C=C/C(/C=C/C2C=CC=CC=2)=O)=CC=1.C1C=CC(/C=C/C(/C=C/C2C=CC=CC=2)=O)=CC=1.C1C=CC(/C=C/C(/C=C/C2C=CC=CC=2)=O)=CC=1.[Pd].[Pd].O1CCOCC1. The product is [Br:29][C:27]1[CH:28]=[C:23]([NH:1][C:2]2[N:7]=[CH:6][C:5]([N:8]3[CH2:13][CH2:12][N:11]([C:14]([O:16][C:17]([CH3:20])([CH3:19])[CH3:18])=[O:15])[CH2:10][C@H:9]3[CH3:21])=[CH:4][CH:3]=2)[C:24](=[O:31])[N:25]([CH3:30])[CH:26]=1. The yield is 0.630. (4) The reactants are [OH-].[K+].C([C:5]1[CH:18]=[CH:17][CH:16]=[CH:15][C:6]=1[CH2:7][O:8][CH2:9][C:10](OCC)=[O:11])#N.Cl.C(COCC1C=CC=CC=1C(O)=O)(O)=O.C([O-])(=O)C.[K+]. The catalyst is C(O)C.O.C(OC(=O)C)(=O)C. The product is [CH2:7]1[C:6]2[C:15](=[CH:16][CH:17]=[CH:18][CH:5]=2)[C:10](=[O:11])[CH2:9][O:8]1. The yield is 0.470. (5) The reactants are Br[C:2]1[CH:3]=[CH:4][C:5]2[O:10][CH2:9][C:8](=[O:11])[NH:7][C:6]=2[C:12]=1[F:13].[CH3:14][O-:15].[Na+]. The catalyst is CO.[Cu]I. The product is [F:13][C:12]1[C:6]2[NH:7][C:8](=[O:11])[CH2:9][O:10][C:5]=2[CH:4]=[CH:3][C:2]=1[O:15][CH3:14]. The yield is 0.920. (6) The reactants are [Cl:1][C:2]1[NH:3][C:4]([NH2:11])=[C:5]2[C:9]([N:10]=1)=[N:8][CH:7]=[N:6]2.C(=O)([O-])[O-].[K+].[K+].Br[CH2:19][CH:20]1[CH2:25][CH2:24][O:23][CH2:22][CH2:21]1. The catalyst is CN(C=O)C.C(Cl)(Cl)Cl.C(O)(C)C. The product is [Cl:1][C:2]1[N:10]=[C:9]2[C:5]([N:6]=[CH:7][N:8]2[CH2:19][CH:20]2[CH2:25][CH2:24][O:23][CH2:22][CH2:21]2)=[C:4]([NH2:11])[N:3]=1. The yield is 0.520. (7) The reactants are [OH:1][C:2]1[C:9]([O:10][CH2:11][CH2:12]C)=[CH:8][C:5]([CH:6]=[O:7])=[CH:4][C:3]=1[N+]([O-])=O.C[CH2:18][O:19]C(C)=O. No catalyst specified. The product is [OH:1][C:2]1[CH:3]=[CH:4][C:5]([CH:6]=[O:7])=[CH:8][C:9]=1[O:10][CH2:11][CH2:12][O:19][CH3:18]. The yield is 0.970. (8) The reactants are [CH3:1][C:2]1[N:7]=[C:6]([S:8][CH2:9][CH2:10][OH:11])[CH:5]=[CH:4][C:3]=1[N+:12]([O-])=O. The catalyst is [Zn].C(O)(=O)C. The product is [NH2:12][C:3]1[CH:4]=[CH:5][C:6]([S:8][CH2:9][CH2:10][OH:11])=[N:7][C:2]=1[CH3:1]. The yield is 0.330.